This data is from Full USPTO retrosynthesis dataset with 1.9M reactions from patents (1976-2016). The task is: Predict the reactants needed to synthesize the given product. (1) Given the product [CH:14]([O:13][C:5]1[CH:6]=[CH:7][C:8]([N+:10]([O-:12])=[O:11])=[CH:9][C:4]=1[N+:1]([O-:3])=[O:2])=[CH2:15], predict the reactants needed to synthesize it. The reactants are: [N+:1]([C:4]1[CH:9]=[C:8]([N+:10]([O-:12])=[O:11])[CH:7]=[CH:6][C:5]=1[OH:13])([O-:3])=[O:2].[CH3:14][CH2:15]OC(C)=O.CCCCCC. (2) The reactants are: ClC1C=CC=C(C(OO)=[O:9])C=1.[CH3:12][C@H:13]1[C:21]2[C:20]([N:22]3[CH2:27][CH2:26][N:25]([C:28]([O:30][C:31]([CH3:34])([CH3:33])[CH3:32])=[O:29])[CH2:24][CH2:23]3)=[N:19][CH:18]=[N:17][C:16]=2[CH2:15][CH2:14]1.C([O-])(O)=O.[Na+].[O-]S([O-])(=S)=O.[Na+].[Na+].C([O-])([O-])=O.[Na+].[Na+]. Given the product [C:31]([O:30][C:28]([N:25]1[CH2:24][CH2:23][N:22]([C:20]2[N:19]=[CH:18][N+:17]([O-:9])=[C:16]3[CH2:15][CH2:14][C@@H:13]([CH3:12])[C:21]=23)[CH2:27][CH2:26]1)=[O:29])([CH3:33])([CH3:32])[CH3:34], predict the reactants needed to synthesize it. (3) Given the product [NH2:1][C:2]1[CH:6]=[C:5]([C:7]2[N:8]([CH2:9][C:10]3[CH:15]=[C:14]([Cl:16])[CH:13]=[CH:12][C:11]=3[CH3:17])[C:25](=[O:26])[O:19][N:18]=2)[O:4][N:3]=1, predict the reactants needed to synthesize it. The reactants are: [NH2:1][C:2]1[CH:6]=[C:5]([C:7](=[N:18][OH:19])[NH:8][CH2:9][C:10]2[CH:15]=[C:14]([Cl:16])[CH:13]=[CH:12][C:11]=2[CH3:17])[O:4][N:3]=1.C1N=CN([C:25](N2C=NC=C2)=[O:26])C=1. (4) The reactants are: [ClH:1].Cl.Cl.S1C2C(=NC=CC=2)C=C1N.[F:14][C:15]1[CH:57]=[CH:56][C:18]([O:19][C:20]2[C:21]([NH:36][C:37]3[S:41][N:40]=[C:39]([CH2:42][CH:43]4[CH2:48][CH2:47][N:46](C(OC(C)(C)C)=O)[CH2:45][CH2:44]4)[N:38]=3)=[N:22][CH:23]=[C:24]([S:26][C:27]3[CH:32]=[CH:31][N:30]=[C:29]4[CH:33]=[CH:34][S:35][C:28]=34)[CH:25]=2)=[CH:17][CH:16]=1.CO.Cl. Given the product [ClH:1].[ClH:1].[ClH:1].[F:14][C:15]1[CH:16]=[CH:17][C:18]([O:19][C:20]2[C:21]([NH:36][C:37]3[S:41][N:40]=[C:39]([CH2:42][CH:43]4[CH2:44][CH2:45][NH:46][CH2:47][CH2:48]4)[N:38]=3)=[N:22][CH:23]=[C:24]([S:26][C:27]3[CH:32]=[CH:31][N:30]=[C:29]4[CH:33]=[CH:34][S:35][C:28]=34)[CH:25]=2)=[CH:56][CH:57]=1, predict the reactants needed to synthesize it. (5) Given the product [C:1]([C:3]1[S:7][C:6]([C:8]2[C:13]3[C:14](=[O:28])[NH:15][CH2:16][C:12]=3[C:11]([F:29])=[C:10]([NH:30][C@H:31]([CH2:35][CH:36]([CH3:38])[CH3:37])[C:32]([NH2:34])=[O:33])[N:9]=2)=[CH:5][CH:4]=1)#[N:2], predict the reactants needed to synthesize it. The reactants are: [C:1]([C:3]1[S:7][C:6]([C:8]2[C:13]3[C:14](=[O:28])[N:15](CC4C=CC(OC)=CC=4OC)[CH2:16][C:12]=3[C:11]([F:29])=[C:10]([NH:30][C@H:31]([CH2:35][CH:36]([CH3:38])[CH3:37])[C:32]([NH2:34])=[O:33])[N:9]=2)=[CH:5][CH:4]=1)#[N:2]. (6) Given the product [F:39][C:2]([F:1])([F:38])[C:3]1[CH:4]=[CH:5][C:6]([O:9][C:10]2[CH:11]=[CH:12][C:13]([O:16][C:17]([N:19]3[CH2:24][CH2:23][CH:22]([O:25][C:26]4[CH:31]=[CH:30][C:29]([C:32]([OH:34])=[O:33])=[CH:28][CH:27]=4)[CH2:21][CH2:20]3)=[O:18])=[CH:14][CH:15]=2)=[N:7][CH:8]=1, predict the reactants needed to synthesize it. The reactants are: [F:1][C:2]([F:39])([F:38])[C:3]1[CH:4]=[CH:5][C:6]([O:9][C:10]2[CH:15]=[CH:14][C:13]([O:16][C:17]([N:19]3[CH2:24][CH2:23][CH:22]([O:25][C:26]4[CH:31]=[CH:30][C:29]([C:32]([O:34]CC=C)=[O:33])=[CH:28][CH:27]=4)[CH2:21][CH2:20]3)=[O:18])=[CH:12][CH:11]=2)=[N:7][CH:8]=1. (7) Given the product [CH3:1][O:2][C:3]1[CH:11]=[C:10]2[C:6]([C:7]([CH2:18][C:19]3[CH:20]=[CH:21][CH:22]=[C:23](/[CH:25]=[CH:26]/[C:27]4[NH:36][N:35]=[N:34][N:28]=4)[N:24]=3)=[C:8]([C:12]3[CH:17]=[CH:16][CH:15]=[CH:14][CH:13]=3)[NH:9]2)=[CH:5][CH:4]=1, predict the reactants needed to synthesize it. The reactants are: [CH3:1][O:2][C:3]1[CH:11]=[C:10]2[C:6]([C:7]([CH2:18][C:19]3[N:24]=[C:23](/[CH:25]=[CH:26]/[C:27]#[N:28])[CH:22]=[CH:21][CH:20]=3)=[C:8]([C:12]3[CH:17]=[CH:16][CH:15]=[CH:14][CH:13]=3)[NH:9]2)=[CH:5][CH:4]=1.C(O)(C)C.O.[N-:34]=[N+:35]=[N-:36].[Na+].